From a dataset of Reaction yield outcomes from USPTO patents with 853,638 reactions. Predict the reaction yield, written as a fraction of the theoretical maximum amount of product (1.0 means a 100% yield; for example, 0.34 means a 34% yield). (1) The reactants are [CH:1]1[C:14]2[C:5](=[CH:6][C:7]3[C:12]([C:13]=2[CH2:15][O:16][C:17](=[O:25])[NH:18][CH2:19][CH2:20][O:21][CH2:22][CH2:23][OH:24])=[CH:11][CH:10]=[CH:9][CH:8]=3)[CH:4]=[CH:3][CH:2]=1.[H-].[Na+].C1COCC1.[Cl:33][CH2:34][CH2:35][CH2:36][CH2:37]I. The catalyst is CCCCCCC.C(OCC)(=O)C. The product is [CH:11]1[C:12]2[C:7](=[CH:6][C:5]3[C:14]([C:13]=2[CH2:15][O:16][C:17](=[O:25])[NH:18][CH2:19][CH2:20][O:21][CH2:22][CH2:23][O:24][CH2:37][CH2:36][CH2:35][CH2:34][Cl:33])=[CH:1][CH:2]=[CH:3][CH:4]=3)[CH:8]=[CH:9][CH:10]=1. The yield is 0.320. (2) The catalyst is C1COCC1. The reactants are O[CH2:2][C:3]1[CH:4]=[CH:5][C:6]2=[C:7]([CH:21]=1)[O:8][CH2:9][C:10]1[CH:20]=[CH:19][CH:18]=[CH:17][C:11]=1/[C:12]/2=[C:13](\[CH3:16])/[C:14]#[N:15].[CH3:22][C:23]1[NH:33][C:26]2=[N:27][C:28]([CH3:32])=[CH:29][C:30]([CH3:31])=[C:25]2[N:24]=1.C1(P(C2C=CC=CC=2)C2C=CC=CC=2)C=CC=CC=1.N(C(OC(C)(C)C)=O)=NC(OC(C)(C)C)=O. The product is [CH3:22][C:23]1[N:33]([CH2:2][C:3]2[CH:4]=[CH:5][C:6]3=[C:7]([CH:21]=2)[O:8][CH2:9][C:10]2[CH:20]=[CH:19][CH:18]=[CH:17][C:11]=2/[C:12]/3=[C:13](\[CH3:16])/[C:14]#[N:15])[C:26]2=[N:27][C:28]([CH3:32])=[CH:29][C:30]([CH3:31])=[C:25]2[N:24]=1. The yield is 0.510.